Dataset: Full USPTO retrosynthesis dataset with 1.9M reactions from patents (1976-2016). Task: Predict the reactants needed to synthesize the given product. Given the product [F:1][C:2]1[C:32]([F:33])=[CH:31][C:5]2[N:6]([CH2:37][CH2:38][OH:39])[C:7]([CH2:9][CH:10]3[CH2:15][CH2:14][CH2:13][CH2:12][N:11]3[C:16]([C:18]3[N:19]=[C:20]([CH3:30])[S:21][C:22]=3[C:23]3[CH:28]=[CH:27][C:26]([F:29])=[CH:25][CH:24]=3)=[O:17])=[N:8][C:4]=2[CH:3]=1, predict the reactants needed to synthesize it. The reactants are: [F:1][C:2]1[C:32]([F:33])=[CH:31][C:5]2[NH:6][C:7]([CH2:9][CH:10]3[CH2:15][CH2:14][CH2:13][CH2:12][N:11]3[C:16]([C:18]3[N:19]=[C:20]([CH3:30])[S:21][C:22]=3[C:23]3[CH:28]=[CH:27][C:26]([F:29])=[CH:25][CH:24]=3)=[O:17])=[N:8][C:4]=2[CH:3]=1.[H-].[Na+].Br[CH2:37][CH2:38][OH:39].C(=O)([O-])[O-].[K+].[K+].C(N(CC)C(C)C)(C)C.